From a dataset of Forward reaction prediction with 1.9M reactions from USPTO patents (1976-2016). Predict the product of the given reaction. (1) Given the reactants [C@@H:1]1([N:10]2[C:19]3[N:18]=[CH:17][N:16]=[C:14]([NH2:15])[C:13]=3[N:12]=[CH:11]2)[O:9][C@H:6]([CH2:7][OH:8])[C@@H:4]([OH:5])[C@H:2]1[OH:3].O=P12OP3(OP(OP(O3)(O1)=O)(=O)O2)=O.[H-].[Na+].[CH2:36](Br)[CH:37]=[CH2:38], predict the reaction product. The product is: [CH2:38]([O:5][C@@H:4]1[C@@H:6]([CH2:7][OH:8])[O:9][C@@H:1]([N:10]2[C:19]3[N:18]=[CH:17][N:16]=[C:14]([NH2:15])[C:13]=3[N:12]=[CH:11]2)[C@@H:2]1[OH:3])[CH:37]=[CH2:36]. (2) The product is: [CH:10]([N:1]1[C:9]2[C:4](=[CH:5][CH:6]=[CH:7][CH:8]=2)[CH2:3][CH2:2]1)=[O:11]. Given the reactants [NH:1]1[C:9]2[C:4](=[CH:5][CH:6]=[CH:7][CH:8]=2)[CH2:3][CH2:2]1.[CH:10](O)=[O:11], predict the reaction product. (3) Given the reactants C(Cl)(=O)C(Cl)=O.[Br:7][C:8]1[N:9]=[C:10]([C:13]([OH:15])=O)[S:11][CH:12]=1.C1COCC1.ClCCl.[NH3:24], predict the reaction product. The product is: [Br:7][C:8]1[N:9]=[C:10]([C:13](=[O:15])[NH2:24])[S:11][CH:12]=1. (4) Given the reactants Br[C:2]1[C:11]2[C:6](=[CH:7][CH:8]=[CH:9][CH:10]=2)[CH:5]=[N:4][CH:3]=1.[NH:12]1[CH2:17][CH2:16][CH:15]([CH2:18][CH2:19][OH:20])[CH2:14][CH2:13]1.CC(C)([O-])C.[Na+], predict the reaction product. The product is: [CH:5]1[C:6]2[C:11](=[CH:10][CH:9]=[CH:8][CH:7]=2)[C:2]([N:12]2[CH2:17][CH2:16][CH:15]([CH2:18][CH2:19][OH:20])[CH2:14][CH2:13]2)=[CH:3][N:4]=1. (5) Given the reactants C(O[C:6](=[O:33])[N:7]([CH2:9][CH2:10][NH:11][C:12]([C:14]1[N:15]=[CH:16][C:17]2[C:18](=[O:32])[N:19]([CH2:25][C:26]3[CH:31]=[CH:30][CH:29]=[CH:28][CH:27]=3)[CH:20]=[CH:21][C:22]=2[C:23]=1[OH:24])=[O:13])[CH3:8])(C)(C)C.[F:34][C:35]([F:40])([F:39])C(O)=O.C(N(CC)CC)C.FC(F)(F)C(OCC)=O, predict the reaction product. The product is: [CH3:8][N:7]([C:6](=[O:33])[C:35]([F:40])([F:39])[F:34])[CH2:9][CH2:10][NH:11][C:12]([C:14]1[N:15]=[CH:16][C:17]2[C:18](=[O:32])[N:19]([CH2:25][C:26]3[CH:31]=[CH:30][CH:29]=[CH:28][CH:27]=3)[CH:20]=[CH:21][C:22]=2[C:23]=1[OH:24])=[O:13]. (6) Given the reactants [N:1]1([C:5]([C:7]2[S:15][C:14]3[C:9](=[N:10][CH:11]=[CH:12][C:13]=3Cl)[CH:8]=2)=[O:6])[CH2:4][CH2:3][CH2:2]1.[OH:17][C:18]1[CH:23]=[CH:22][C:21]([CH2:24][C:25]([OH:27])=[O:26])=[CH:20][CH:19]=1, predict the reaction product. The product is: [N:1]1([C:5]([C:7]2[S:15][C:14]3[C:9](=[N:10][CH:11]=[CH:12][C:13]=3[O:17][C:18]3[CH:19]=[CH:20][C:21]([CH2:24][C:25]([OH:27])=[O:26])=[CH:22][CH:23]=3)[CH:8]=2)=[O:6])[CH2:4][CH2:3][CH2:2]1. (7) Given the reactants C[O:2][C:3](=[O:23])[C:4]1[CH:9]=[C:8]([S:10]([CH3:13])(=[O:12])=[O:11])[CH:7]=[CH:6][C:5]=1[O:14][CH2:15][C:16]([F:22])([F:21])[C:17]([F:20])([F:19])[F:18].O.[OH-].[Li+].Cl, predict the reaction product. The product is: [CH3:13][S:10]([C:8]1[CH:7]=[CH:6][C:5]([O:14][CH2:15][C:16]([F:21])([F:22])[C:17]([F:18])([F:19])[F:20])=[C:4]([CH:9]=1)[C:3]([OH:23])=[O:2])(=[O:12])=[O:11].